This data is from Catalyst prediction with 721,799 reactions and 888 catalyst types from USPTO. The task is: Predict which catalyst facilitates the given reaction. (1) Reactant: [CH3:1][C:2]1([CH3:11])[CH2:7][CH:6]([OH:8])[CH2:5][C:4]([CH3:10])([CH3:9])[O:3]1.[CH3:12][S:13](Cl)(=[O:15])=[O:14].C(N(CC)CC)C. Product: [CH3:1][C:2]1([CH3:11])[CH2:7][CH:6]([O:8][S:13]([CH3:12])(=[O:15])=[O:14])[CH2:5][C:4]([CH3:10])([CH3:9])[O:3]1. The catalyst class is: 4. (2) Reactant: [O:1]=[C:2]1[NH:8][CH2:7][CH2:6][N:5]([S:9]([C:12]2[CH:18]=[CH:17][C:15]([CH3:16])=[CH:14][CH:13]=2)(=[O:11])=[O:10])[CH:4]([CH2:19][C:20]([O:22]CC)=[O:21])[CH2:3]1.[Li+].[OH-].CCOC(C)=O. Product: [O:1]=[C:2]1[NH:8][CH2:7][CH2:6][N:5]([S:9]([C:12]2[CH:18]=[CH:17][C:15]([CH3:16])=[CH:14][CH:13]=2)(=[O:11])=[O:10])[CH:4]([CH2:19][C:20]([OH:22])=[O:21])[CH2:3]1. The catalyst class is: 169. (3) Reactant: Cl[C:2]1[N:7]=[CH:6][C:5]2[N:8]=[CH:9][N:10]([CH3:11])[C:4]=2[CH:3]=1.[NH2:12][C:13]1[CH:18]=[CH:17][C:16]([C:19]2[CH2:24][CH2:23][N:22]([C:25]([O:27][C:28]([CH3:31])([CH3:30])[CH3:29])=[O:26])[CH2:21][CH:20]=2)=[CH:15][C:14]=1[CH2:32][CH3:33].C1(P(C2CCCCC2)C2C=CC=CC=2C2C(C(C)C)=CC(C(C)C)=CC=2C(C)C)CCCCC1.CC(C)([O-])C.[Na+]. Product: [CH2:32]([C:14]1[CH:15]=[C:16]([C:19]2[CH2:24][CH2:23][N:22]([C:25]([O:27][C:28]([CH3:29])([CH3:31])[CH3:30])=[O:26])[CH2:21][CH:20]=2)[CH:17]=[CH:18][C:13]=1[NH:12][C:2]1[N:7]=[CH:6][C:5]2[N:8]=[CH:9][N:10]([CH3:11])[C:4]=2[CH:3]=1)[CH3:33]. The catalyst class is: 110. (4) Reactant: [CH3:1][O:2][C:3](=[O:16])[C:4]1[CH:9]=[CH:8][C:7]([CH2:10]Br)=[C:6]([C:12]([F:15])([F:14])[F:13])[CH:5]=1.[CH3:17][NH2:18]. Product: [CH3:17][NH:18][CH2:10][C:7]1[CH:8]=[CH:9][C:4]([C:3]([O:2][CH3:1])=[O:16])=[CH:5][C:6]=1[C:12]([F:15])([F:14])[F:13]. The catalyst class is: 807. (5) Reactant: [N:1]1[CH:6]=[CH:5][C:4]([CH2:7][OH:8])=[CH:3][CH:2]=1.[O:9]1[CH:13]=[CH:12][CH:11]=[C:10]1[CH2:14][NH:15][C:16]1[N:21]=[C:20]([NH:22][C:23]2[CH:28]=[CH:27][CH:26]=[C:25]([C:29]([F:32])([F:31])[F:30])[CH:24]=2)[N:19]=[C:18](Cl)[N:17]=1. Product: [O:9]1[CH:13]=[CH:12][CH:11]=[C:10]1[CH2:14][NH:15][C:16]1[N:21]=[C:20]([NH:22][C:23]2[CH:28]=[CH:27][CH:26]=[C:25]([C:29]([F:30])([F:32])[F:31])[CH:24]=2)[N:19]=[C:18]([O:8][CH2:7][C:4]2[CH:5]=[CH:6][N:1]=[CH:2][CH:3]=2)[N:17]=1. The catalyst class is: 1.